This data is from Peptide-MHC class II binding affinity with 134,281 pairs from IEDB. The task is: Regression. Given a peptide amino acid sequence and an MHC pseudo amino acid sequence, predict their binding affinity value. This is MHC class II binding data. (1) The peptide sequence is SCFEIKCTKPEACSG. The MHC is DRB3_0101 with pseudo-sequence DRB3_0101. The binding affinity (normalized) is 0.0733. (2) The peptide sequence is KLKIQNVIIDECYGA. The MHC is DRB1_0101 with pseudo-sequence DRB1_0101. The binding affinity (normalized) is 0.0801. (3) The peptide sequence is GELQIVDKIDAAVKI. The MHC is DRB1_0404 with pseudo-sequence DRB1_0404. The binding affinity (normalized) is 0.608. (4) The peptide sequence is TNISKEHDGECKETV. The MHC is HLA-DPA10301-DPB10402 with pseudo-sequence HLA-DPA10301-DPB10402. The binding affinity (normalized) is 0.106. (5) The peptide sequence is EIGWEAGTAAPDEIP. The MHC is DRB1_0101 with pseudo-sequence DRB1_0101. The binding affinity (normalized) is 0.379. (6) The peptide sequence is FFKGEIDRRLLDECL. The MHC is DRB1_0101 with pseudo-sequence DRB1_0101. The binding affinity (normalized) is 0.411. (7) The peptide sequence is SSMHLIVQNAYKQMI. The MHC is DRB1_0301 with pseudo-sequence DRB1_0301. The binding affinity (normalized) is 0.513. (8) The peptide sequence is MGAVLIWVGINTRNM. The MHC is DRB1_0301 with pseudo-sequence DRB1_0301. The binding affinity (normalized) is 0.188.